From a dataset of Forward reaction prediction with 1.9M reactions from USPTO patents (1976-2016). Predict the product of the given reaction. (1) Given the reactants [C:1]([Si:5](Cl)([C:12]1[CH:17]=[CH:16][CH:15]=[CH:14][CH:13]=1)[C:6]1[CH:11]=[CH:10][CH:9]=[CH:8][CH:7]=1)([CH3:4])([CH3:3])[CH3:2].N1C=CN=C1.[CH3:24][C:25]([N:29]1[CH2:34][CH2:33][C:32]2[N:35]=[CH:36][S:37][C:31]=2[CH2:30]1)([CH3:28])[CH2:26][OH:27].O, predict the reaction product. The product is: [Si:5]([O:27][CH2:26][C:25]([N:29]1[CH2:34][CH2:33][C:32]2[N:35]=[CH:36][S:37][C:31]=2[CH2:30]1)([CH3:24])[CH3:28])([C:1]([CH3:4])([CH3:3])[CH3:2])([C:12]1[CH:17]=[CH:16][CH:15]=[CH:14][CH:13]=1)[C:6]1[CH:11]=[CH:10][CH:9]=[CH:8][CH:7]=1. (2) The product is: [F:11][C:4]1[CH:3]=[C:2]([C:16]2[CH:17]=[CH:18][C:13]([O:12][CH2:35][C:36]3[CH:37]=[C:38]([CH:43]=[CH:44][CH:45]=3)[C:39]([OH:41])=[O:40])=[CH:14][CH:15]=2)[C:10]2[O:9][CH2:8][CH2:7][C:6]=2[CH:5]=1. Given the reactants Br[C:2]1[C:10]2[O:9][CH2:8][CH2:7][C:6]=2[CH:5]=[C:4]([F:11])[CH:3]=1.[OH:12][C:13]1[CH:18]=[CH:17][C:16](B(O)O)=[CH:15][CH:14]=1.C(=O)([O-])[O-].[Na+].[Na+].C(=O)([O-])[O-].[K+].[K+].Br[CH2:35][C:36]1[CH:37]=[C:38]([CH:43]=[CH:44][CH:45]=1)[C:39]([O:41]C)=[O:40], predict the reaction product. (3) The product is: [CH:19]([C:17]1[N:18]=[C:14]([CH2:13][OH:12])[NH:15][CH:16]=1)([CH3:21])[CH3:20]. Given the reactants Cl.C(O)C.C([O:12][CH2:13][C:14]1[NH:15][CH:16]=[C:17]([CH:19]([CH3:21])[CH3:20])[N:18]=1)C1C=CC=CC=1, predict the reaction product. (4) Given the reactants [OH:1][C:2]1[CH:10]=[CH:9][C:5]([C:6]([OH:8])=O)=[CH:4][N:3]=1.[NH2:11][CH2:12][CH2:13][CH:14]([C:22]1[CH:31]=[CH:30][C:25]([C:26]([NH:28][CH3:29])=[O:27])=[CH:24][CH:23]=1)[C:15]1[CH:20]=[CH:19][C:18]([F:21])=[CH:17][CH:16]=1.C1C=CC2N(O)N=NC=2C=1.C(Cl)CCl.C(N(C(C)C)CC)(C)C, predict the reaction product. The product is: [F:21][C:18]1[CH:17]=[CH:16][C:15]([CH:14]([C:22]2[CH:23]=[CH:24][C:25]([C:26](=[O:27])[NH:28][CH3:29])=[CH:30][CH:31]=2)[CH2:13][CH2:12][NH:11][C:6](=[O:8])[C:5]2[CH:9]=[CH:10][C:2]([OH:1])=[N:3][CH:4]=2)=[CH:20][CH:19]=1. (5) Given the reactants C[O:2][C:3](=[O:43])[C:4]1[CH:9]=[C:8]([O:10][C:11]2[CH:16]=[CH:15][C:14]([NH:17][S:18]([C:21]3[CH:26]=[CH:25][C:24]([CH3:27])=[CH:23][CH:22]=3)(=[O:20])=[O:19])=[C:13]([C:28]([F:31])([F:30])[F:29])[CH:12]=2)[CH:7]=[CH:6][C:5]=1[NH:32][S:33]([C:36]1[CH:41]=[CH:40][C:39]([CH3:42])=[CH:38][CH:37]=1)(=[O:35])=[O:34], predict the reaction product. The product is: [F:31][C:28]([F:29])([F:30])[C:13]1[CH:12]=[C:11]([CH:16]=[CH:15][C:14]=1[NH:17][S:18]([C:21]1[CH:22]=[CH:23][C:24]([CH3:27])=[CH:25][CH:26]=1)(=[O:19])=[O:20])[O:10][C:8]1[CH:7]=[CH:6][C:5]([NH:32][S:33]([C:36]2[CH:41]=[CH:40][C:39]([CH3:42])=[CH:38][CH:37]=2)(=[O:34])=[O:35])=[C:4]([CH:9]=1)[C:3]([OH:43])=[O:2]. (6) Given the reactants B.C1COCC1.[CH3:7][NH:8][C:9]([C:11]1[O:12][C:13]2[CH:19]=[CH:18][CH:17]=[CH:16][C:14]=2[CH:15]=1)=O, predict the reaction product. The product is: [CH3:7][NH:8][CH2:9][C:11]1[O:12][C:13]2[CH:19]=[CH:18][CH:17]=[CH:16][C:14]=2[CH:15]=1. (7) Given the reactants [CH3:1][O:2][CH2:3][CH2:4][N:5]1[C:9]2[CH:10]=[CH:11][C:12]([C:14](O)=[O:15])=[CH:13][C:8]=2[N:7]=[C:6]1[NH:17][C:18]1[S:19][C:20]2[CH:26]=[C:25]([O:27][C:28]([F:31])([F:30])[F:29])[CH:24]=[CH:23][C:21]=2[N:22]=1.[CH2:32]([O:34][CH2:35][CH2:36][NH2:37])[CH3:33].CN(C(ON1N=NC2C=CC=CC1=2)=[N+](C)C)C.F[P-](F)(F)(F)(F)F.CCN(C(C)C)C(C)C, predict the reaction product. The product is: [CH2:32]([O:34][CH2:35][CH2:36][NH:37][C:14]([C:12]1[CH:11]=[CH:10][C:9]2[N:5]([CH2:4][CH2:3][O:2][CH3:1])[C:6]([NH:17][C:18]3[S:19][C:20]4[CH:26]=[C:25]([O:27][C:28]([F:29])([F:31])[F:30])[CH:24]=[CH:23][C:21]=4[N:22]=3)=[N:7][C:8]=2[CH:13]=1)=[O:15])[CH3:33]. (8) Given the reactants [CH3:1][C:2]([CH3:32])([CH3:31])[C@H:3]([NH:8][C:9]([N:11]1[C:19]2[CH2:18][CH2:17][NH:16][CH2:15][C:14]=2[C:13]([C:20]2[CH:25]=[C:24]([C:26]([F:29])([F:28])[F:27])[CH:23]=[CH:22][C:21]=2[F:30])=[N:12]1)=[O:10])[C:4]([NH:6][CH3:7])=[O:5].C=O.[CH3:35]C(C)(C)[C@H](NC(N1C2CCN(C)CC=2C(C2C=C(F)C(F)=CC=2F)=N1)=O)C(NC)=O, predict the reaction product. The product is: [CH3:1][C:2]([CH3:32])([CH3:31])[C@H:3]([NH:8][C:9]([N:11]1[C:19]2[CH2:18][CH2:17][N:16]([CH3:35])[CH2:15][C:14]=2[C:13]([C:20]2[CH:25]=[C:24]([C:26]([F:28])([F:27])[F:29])[CH:23]=[CH:22][C:21]=2[F:30])=[N:12]1)=[O:10])[C:4]([NH:6][CH3:7])=[O:5].